This data is from Reaction yield outcomes from USPTO patents with 853,638 reactions. The task is: Predict the reaction yield, written as a fraction of the theoretical maximum amount of product (1.0 means a 100% yield; for example, 0.34 means a 34% yield). (1) The product is [CH3:1][C:2]1([CH3:21])[CH2:6][C:5]2[CH:7]=[CH:8][CH:9]=[C:10]([O:11][C:12]3[C:17]([NH2:18])=[CH:16][CH:15]=[CH:14][N:13]=3)[C:4]=2[O:3]1. The yield is 0.970. The reactants are [CH3:1][C:2]1([CH3:21])[CH2:6][C:5]2[CH:7]=[CH:8][CH:9]=[C:10]([O:11][C:12]3[C:17]([N+:18]([O-])=O)=[CH:16][CH:15]=[CH:14][N:13]=3)[C:4]=2[O:3]1. The catalyst is CO.C(OCC)(=O)C.[Pd]. (2) The reactants are [CH:1]([O:4][C:5]1[CH:10]=[CH:9][C:8]([CH2:11]O)=[CH:7][C:6]=1[C:13]([F:16])([F:15])[F:14])([CH3:3])[CH3:2].O=S(Cl)[Cl:19]. The catalyst is C1(C)C=CC=CC=1. The product is [Cl:19][CH2:11][C:8]1[CH:9]=[CH:10][C:5]([O:4][CH:1]([CH3:3])[CH3:2])=[C:6]([C:13]([F:16])([F:15])[F:14])[CH:7]=1. The yield is 0.990. (3) The reactants are [CH3:1][C@@H:2]1[CH2:7][N:6]([C:8]2[CH:9]=[CH:10][C:11]3[O:12][CH2:13][C:14](=[O:18])[NH:15][C:16]=3[N:17]=2)[C@H:5]([C:19]2[CH:24]=[CH:23][CH:22]=[CH:21][CH:20]=2)[CH2:4][O:3]1.[F:25][B-](F)(F)F.F[B-](F)(F)F.CCCCCCCC. The catalyst is CN(C)C=O. The product is [F:25][C:9]1[C:8]([N:6]2[C@H:5]([C:19]3[CH:20]=[CH:21][CH:22]=[CH:23][CH:24]=3)[CH2:4][O:3][C@H:2]([CH3:1])[CH2:7]2)=[N:17][C:16]2[NH:15][C:14](=[O:18])[CH2:13][O:12][C:11]=2[CH:10]=1. The yield is 0.110. (4) The reactants are [Br:1][C:2]1[C:10]2[C:6](=[N:7]S[N:9]=2)[C:5]([Br:11])=[CH:4][CH:3]=1.[BH4-].[Na+]. The catalyst is C(O)C. The product is [NH2:9][C:10]1[C:2]([Br:1])=[CH:3][CH:4]=[C:5]([Br:11])[C:6]=1[NH2:7]. The yield is 0.795. (5) The reactants are Cl[C:2]1[N:11]=[C:10]([C:12]2[CH:17]=[CH:16][CH:15]=[CH:14][CH:13]=2)[C:9]2[C:4](=[CH:5][CH:6]=[CH:7][CH:8]=2)[N:3]=1.[NH2:18][C:19]1[CH:28]=[CH:27][C:22]([C:23]([O:25][CH3:26])=[O:24])=[CH:21][C:20]=1[CH3:29].O. The catalyst is C(O)CCC. The product is [CH3:29][C:20]1[CH:21]=[C:22]([CH:27]=[CH:28][C:19]=1[NH:18][C:2]1[N:11]=[C:10]([C:12]2[CH:17]=[CH:16][CH:15]=[CH:14][CH:13]=2)[C:9]2[C:4](=[CH:5][CH:6]=[CH:7][CH:8]=2)[N:3]=1)[C:23]([O:25][CH3:26])=[O:24]. The yield is 0.790. (6) The product is [N+:17]([C:14]1[CH:13]=[CH:12][C:11]([C:10]2[CH:6]=[CH:7][NH:8][CH:9]=2)=[CH:16][CH:15]=1)([O-:19])=[O:18]. The reactants are C(OC([C:6]1[C:10]([C:11]2[CH:16]=[CH:15][C:14]([N+:17]([O-:19])=[O:18])=[CH:13][CH:12]=2)=[CH:9][NH:8][CH:7]=1)=O)C.[OH-].[Na+].O.C(Cl)Cl. The yield is 0.250. The catalyst is C(O)CO. (7) The reactants are [CH2:1]([C:4]1[CH:13]=[CH:12][C:7]2[N:8]=[C:9](N)[S:10][C:6]=2[CH:5]=1)[CH2:2][CH3:3].C([CH2:16][O:17][C:18]1[C:19]([F:28])=[C:20]([C:25]([NH2:27])=[O:26])[C:21]([F:24])=[CH:22][CH:23]=1)#N. No catalyst specified. The product is [F:28][C:19]1[C:18]([O:17][CH2:16][C:9]2[S:10][C:6]3[CH:5]=[C:4]([CH2:1][CH2:2][CH3:3])[CH:13]=[CH:12][C:7]=3[N:8]=2)=[CH:23][CH:22]=[C:21]([F:24])[C:20]=1[C:25]([NH2:27])=[O:26]. The yield is 0.180.